From a dataset of Catalyst prediction with 721,799 reactions and 888 catalyst types from USPTO. Predict which catalyst facilitates the given reaction. (1) The catalyst class is: 12. Product: [CH:7]([C:4]1([CH2:11][CH2:10][C:9]#[N:12])[CH2:5][CH2:6][O:1][CH2:2][CH2:3]1)=[O:8]. Reactant: [O:1]1[CH2:6][CH2:5][CH:4]([CH:7]=[O:8])[CH2:3][CH2:2]1.[C:9](#[N:12])[CH:10]=[CH2:11].[OH-].C([N+](C)(C)C)C1C=CC=CC=1.Cl. (2) Product: [CH3:29][O:28][N:27]([CH3:26])[C:13]([C:9]1[S:10][CH:11]=[CH:12][C:8]=1[Br:7])=[O:15]. The catalyst class is: 204. Reactant: C(Cl)(=O)C(Cl)=O.[Br:7][C:8]1[CH:12]=[CH:11][S:10][C:9]=1[C:13]([OH:15])=O.BrC1C=CSC=1C(Cl)=O.Cl.[CH3:26][NH:27][O:28][CH3:29].C(N(C(C)C)CC)(C)C. (3) Reactant: [Br:1]Br.O[CH2:4][CH:5]1[CH2:7][CH:6]1[C:8]([O:10][CH2:11][CH3:12])=[O:9].C1(P(C2C=CC=CC=2)C2C=CC=CC=2)C=CC=CC=1.C(=O)(O)[O-].[Na+]. Product: [Br:1][CH2:4][CH:5]1[CH2:7][CH:6]1[C:8]([O:10][CH2:11][CH3:12])=[O:9]. The catalyst class is: 3. (4) Reactant: [NH2:1][C:2]1[CH:3]=[C:4]([N:8]2[C:13](=[O:14])[C:12]([CH2:15][C:16]3[CH:21]=[CH:20][CH:19]=[CH:18][CH:17]=3)=[N:11][C:10]3[CH:22]=[CH:23][CH:24]=[N:25][C:9]2=3)[CH:5]=[CH:6][CH:7]=1.[O-:26][C:27]#[N:28].[K+]. Product: [CH2:15]([C:12]1[C:13](=[O:14])[N:8]([C:4]2[CH:5]=[CH:6][CH:7]=[C:2]([NH:1][C:27]([NH2:28])=[O:26])[CH:3]=2)[C:9]2[N:25]=[CH:24][CH:23]=[CH:22][C:10]=2[N:11]=1)[C:16]1[CH:21]=[CH:20][CH:19]=[CH:18][CH:17]=1. The catalyst class is: 86. (5) Reactant: Cl[C:2]1[C:11]2[C:6](=[CH:7][C:8]([NH:14][C:15](=[O:17])[CH3:16])=[C:9]([O:12][CH3:13])[CH:10]=2)[N:5]=[CH:4][C:3]=1[C:18]#[N:19].[Cl:20][C:21]1[CH:27]=[C:26]([Cl:28])[C:25]([O:29][CH3:30])=[CH:24][C:22]=1[NH2:23].Cl.N1C=CC=CC=1. Product: [C:18]([C:3]1[CH:4]=[N:5][C:6]2[C:11]([C:2]=1[NH:23][C:22]1[CH:24]=[C:25]([O:29][CH3:30])[C:26]([Cl:28])=[CH:27][C:21]=1[Cl:20])=[CH:10][C:9]([O:12][CH3:13])=[C:8]([NH:14][C:15](=[O:17])[CH3:16])[CH:7]=2)#[N:19]. The catalyst class is: 486. (6) The catalyst class is: 17. Product: [Br:9][C:6]1[C:5]([OH:8])=[CH:4][CH:3]=[C:2]([CH3:1])[N:7]=1. Reactant: [CH3:1][C:2]1[N:7]=[CH:6][C:5]([OH:8])=[CH:4][CH:3]=1.[Br:9]Br. (7) Reactant: C(=O)([O-])[O-].[Cs+].[Cs+].[CH3:7][C:8]([S@:11]([NH2:13])=[O:12])([CH3:10])[CH3:9].CC([S@@](N)=O)(C)C.[CH:21]([CH:23]1[O:28][CH2:27][CH2:26][N:25]([C:29]([O:31][C:32]([CH3:35])([CH3:34])[CH3:33])=[O:30])[CH2:24]1)=O. Product: [C:8]([S:11](/[N:13]=[CH:21]/[CH:23]1[O:28][CH2:27][CH2:26][N:25]([C:29]([O:31][C:32]([CH3:33])([CH3:35])[CH3:34])=[O:30])[CH2:24]1)=[O:12])([CH3:10])([CH3:9])[CH3:7]. The catalyst class is: 4.